Task: Regression. Given a peptide amino acid sequence and an MHC pseudo amino acid sequence, predict their binding affinity value. This is MHC class II binding data.. Dataset: Peptide-MHC class II binding affinity with 134,281 pairs from IEDB (1) The peptide sequence is EQIAATAAISAGDQSIGDLI. The MHC is DRB1_0301 with pseudo-sequence DRB1_0301. The binding affinity (normalized) is 0. (2) The peptide sequence is INVGFKAAVAAAAGV. The MHC is DRB1_1302 with pseudo-sequence DRB1_1302. The binding affinity (normalized) is 0.215. (3) The peptide sequence is AFKVAATAANAATAN. The MHC is DRB1_0901 with pseudo-sequence DRB1_0901. The binding affinity (normalized) is 0.645. (4) The peptide sequence is LGGLWTAVSPHLSPL. The MHC is HLA-DQA10501-DQB10201 with pseudo-sequence HLA-DQA10501-DQB10201. The binding affinity (normalized) is 0.429. (5) The peptide sequence is QISGVDLGLPNWGKY. The MHC is DRB1_0301 with pseudo-sequence DRB1_0301. The binding affinity (normalized) is 0.148. (6) The peptide sequence is LRNVACQEAVKLKLI. The MHC is DRB1_0405 with pseudo-sequence DRB1_0405. The binding affinity (normalized) is 0.383. (7) The MHC is DRB3_0101 with pseudo-sequence DRB3_0101. The peptide sequence is AFILDGDNLSPKV. The binding affinity (normalized) is 0.534.